From a dataset of NCI-60 drug combinations with 297,098 pairs across 59 cell lines. Regression. Given two drug SMILES strings and cell line genomic features, predict the synergy score measuring deviation from expected non-interaction effect. Drug 1: CC12CCC3C(C1CCC2=O)CC(=C)C4=CC(=O)C=CC34C. Drug 2: CC1C(C(=O)NC(C(=O)N2CCCC2C(=O)N(CC(=O)N(C(C(=O)O1)C(C)C)C)C)C(C)C)NC(=O)C3=C4C(=C(C=C3)C)OC5=C(C(=O)C(=C(C5=N4)C(=O)NC6C(OC(=O)C(N(C(=O)CN(C(=O)C7CCCN7C(=O)C(NC6=O)C(C)C)C)C)C(C)C)C)N)C. Cell line: HCT-15. Synergy scores: CSS=36.5, Synergy_ZIP=1.01, Synergy_Bliss=2.75, Synergy_Loewe=2.26, Synergy_HSA=1.91.